This data is from NCI-60 drug combinations with 297,098 pairs across 59 cell lines. The task is: Regression. Given two drug SMILES strings and cell line genomic features, predict the synergy score measuring deviation from expected non-interaction effect. (1) Drug 1: CCC1(CC2CC(C3=C(CCN(C2)C1)C4=CC=CC=C4N3)(C5=C(C=C6C(=C5)C78CCN9C7C(C=CC9)(C(C(C8N6C=O)(C(=O)OC)O)OC(=O)C)CC)OC)C(=O)OC)O.OS(=O)(=O)O. Drug 2: CC(C)NC(=O)C1=CC=C(C=C1)CNNC.Cl. Cell line: SNB-75. Synergy scores: CSS=5.82, Synergy_ZIP=-4.19, Synergy_Bliss=-2.58, Synergy_Loewe=-24.8, Synergy_HSA=-3.11. (2) Drug 2: CC12CCC3C(C1CCC2O)C(CC4=C3C=CC(=C4)O)CCCCCCCCCS(=O)CCCC(C(F)(F)F)(F)F. Drug 1: C1=C(C(=O)NC(=O)N1)F. Cell line: SF-295. Synergy scores: CSS=31.7, Synergy_ZIP=1.79, Synergy_Bliss=-6.24, Synergy_Loewe=-6.55, Synergy_HSA=-5.95.